Dataset: Forward reaction prediction with 1.9M reactions from USPTO patents (1976-2016). Task: Predict the product of the given reaction. (1) Given the reactants COCOC1C=CC2OC(C3C=CC(OCOC)=CC=3)C3CC(O)CC3C=2C=1.[F:29][C@@H:30]1[CH2:50][C@H:33]2[C@@H:34]([C:43]3[CH:48]=[CH:47][C:46]([OH:49])=[CH:45][CH:44]=3)[O:35][C:36]3[CH:37]=[CH:38][C:39]([OH:42])=[CH:40][C:41]=3[C@H:32]2[CH2:31]1, predict the reaction product. The product is: [F:29][C@H:30]1[CH2:50][C@H:33]2[C@@H:34]([C:43]3[CH:48]=[CH:47][C:46]([OH:49])=[CH:45][CH:44]=3)[O:35][C:36]3[CH:37]=[CH:38][C:39]([OH:42])=[CH:40][C:41]=3[C@H:32]2[CH2:31]1. (2) Given the reactants [Cl:1][C:2]1[C:7]([C:8]2[C:9](=[O:34])[NH:10][C:11](=[O:33])[N:12]([CH2:14][CH2:15][CH2:16][N:17]3[CH2:22][C@H:21]4[C@:19]([C:23]5[CH:28]=[CH:27][C:26]([C:29]([F:32])([F:31])[F:30])=[CH:25][CH:24]=5)([CH2:20]4)[CH2:18]3)[CH:13]=2)=[CH:6][C:5]([F:35])=[CH:4][N:3]=1.[ClH:36], predict the reaction product. The product is: [ClH:1].[ClH:36].[Cl:1][C:2]1[C:7]([C:8]2[C:9](=[O:34])[NH:10][C:11](=[O:33])[N:12]([CH2:14][CH2:15][CH2:16][N:17]3[CH2:22][C@H:21]4[C@:19]([C:23]5[CH:28]=[CH:27][C:26]([C:29]([F:31])([F:32])[F:30])=[CH:25][CH:24]=5)([CH2:20]4)[CH2:18]3)[CH:13]=2)=[CH:6][C:5]([F:35])=[CH:4][N:3]=1.